Task: Predict the reaction yield, written as a fraction of the theoretical maximum amount of product (1.0 means a 100% yield; for example, 0.34 means a 34% yield).. Dataset: Reaction yield outcomes from USPTO patents with 853,638 reactions (1) The reactants are Cl[C:2]1[CH:3]=[CH:4][C:5]([O:13][C:14]2[CH:19]=[CH:18][CH:17]=[CH:16][CH:15]=2)=[C:6]2[C:11]=1[N:10]=[C:9]([CH3:12])[CH:8]=[CH:7]2.[OH-].[Na+]. The catalyst is [Pd].CO. The product is [CH3:12][C:9]1[CH:8]=[CH:7][C:6]2[C:11](=[CH:2][CH:3]=[CH:4][C:5]=2[O:13][C:14]2[CH:19]=[CH:18][CH:17]=[CH:16][CH:15]=2)[N:10]=1. The yield is 1.01. (2) The reactants are [OH-].[Na+].C([O:6][C:7]1[CH:30]=[CH:29][C:28]([Br:31])=[CH:27][C:8]=1[C:9]([NH:11][C:12]1[S:13][C:14]([N:21]2[CH2:26][CH2:25][CH2:24][CH2:23][CH2:22]2)=[C:15]([C:17]([CH3:20])([CH3:19])[CH3:18])[N:16]=1)=[O:10])(=O)C.Cl. The catalyst is C(O)C. The product is [Br:31][C:28]1[CH:29]=[CH:30][C:7]([OH:6])=[C:8]([CH:27]=1)[C:9]([NH:11][C:12]1[S:13][C:14]([N:21]2[CH2:22][CH2:23][CH2:24][CH2:25][CH2:26]2)=[C:15]([C:17]([CH3:19])([CH3:20])[CH3:18])[N:16]=1)=[O:10]. The yield is 0.363. (3) The reactants are [F:1][C:2]1[C:10]([F:11])=[CH:9][C:5]([C:6]([OH:8])=O)=[C:4]([OH:12])[CH:3]=1.[C:13]([O:16][C:17](=O)[CH3:18])(=O)C.Cl[CH2:21]Cl.[N+]([C:26]1[CH:32]=[CH:31][C:29]([NH2:30])=CC=1)([O-])=O. The catalyst is N1C=CC=CC=1. The product is [CH3:13][O:16][C:17]1[CH:18]=[CH:21][C:31]([CH2:29][NH:30][C:6](=[O:8])[C:5]2[CH:9]=[C:10]([F:11])[C:2]([F:1])=[CH:3][C:4]=2[OH:12])=[CH:32][CH:26]=1. The yield is 0.850. (4) The reactants are [Cl:1][C:2]1[CH:3]=[C:4]([CH:9]([C:22]([F:25])([F:24])[F:23])/[CH:10]=[CH:11]/[C:12]2[CH:20]=[CH:19][C:15]([C:16]([OH:18])=O)=[C:14]([CH3:21])[CH:13]=2)[CH:5]=[C:6]([Cl:8])[CH:7]=1.[F:26][C:27]([F:31])([F:30])[CH2:28][NH2:29].O.ON1C2C=CC=CC=2N=N1.Cl.CN(C)CCCN=C=NCC.CCN(C(C)C)C(C)C. The catalyst is CN(C=O)C.O. The product is [Cl:8][C:6]1[CH:5]=[C:4]([CH:9]([C:22]([F:25])([F:24])[F:23])/[CH:10]=[CH:11]/[C:12]2[CH:20]=[CH:19][C:15]([C:16]([NH:29][CH2:28][C:27]([F:31])([F:30])[F:26])=[O:18])=[C:14]([CH3:21])[CH:13]=2)[CH:3]=[C:2]([Cl:1])[CH:7]=1. The yield is 0.500. (5) The reactants are [CH2:1]([O:3][C:4]1[C:5]([O:19][CH2:20][C:21]2[CH:26]=[CH:25][C:24]([O:27][CH3:28])=[CH:23][CH:22]=2)=[N:6][CH:7]=[C:8](B2OC(C)(C)C(C)(C)O2)[CH:9]=1)[CH3:2].Br[C:30]1[CH:35]=[CH:34][C:33]([CH2:36][C:37]([NH:39][C:40]2[CH:45]=[CH:44][C:43]([CH2:46][N:47]([CH3:49])[CH3:48])=[C:42]([C:50]([F:53])([F:52])[F:51])[CH:41]=2)=[O:38])=[C:32]([F:54])[CH:31]=1.C([O-])([O-])=O.[Cs+].[Cs+]. The catalyst is O1CCOCC1.O.C1C=CC(P(C2C=CC=CC=2)[C-]2C=CC=C2)=CC=1.C1C=CC(P(C2C=CC=CC=2)[C-]2C=CC=C2)=CC=1.Cl[Pd]Cl.[Fe+2]. The product is [CH3:48][N:47]([CH2:46][C:43]1[CH:44]=[CH:45][C:40]([NH:39][C:37](=[O:38])[CH2:36][C:33]2[CH:34]=[CH:35][C:30]([C:8]3[CH:7]=[N:6][C:5]([O:19][CH2:20][C:21]4[CH:22]=[CH:23][C:24]([O:27][CH3:28])=[CH:25][CH:26]=4)=[C:4]([O:3][CH2:1][CH3:2])[CH:9]=3)=[CH:31][C:32]=2[F:54])=[CH:41][C:42]=1[C:50]([F:51])([F:52])[F:53])[CH3:49]. The yield is 0.800. (6) The reactants are [N:1]([CH2:4][C@H:5]1[CH2:9][CH2:8][C:7](=[O:10])[N:6]1[C:11]1[CH:41]=[C:40]([F:42])[CH:39]=[CH:38][C:12]=1[CH2:13][NH:14][C:15]([C:17]1[N:18]=[C:19]2[N:24]([C:25](=[O:35])[C:26]=1[O:27]CC1C=CC=CC=1)[CH2:23][CH2:22][O:21][C:20]2([CH3:37])[CH3:36])=[O:16])=[N+:2]=[N-:3].C(C(O)=O)(F)(F)F.C1(C)C=CC=CC=1. The catalyst is C(Cl)Cl. The product is [N:1]([CH2:4][C@H:5]1[CH2:9][CH2:8][C:7](=[O:10])[N:6]1[C:11]1[CH:41]=[C:40]([F:42])[CH:39]=[CH:38][C:12]=1[CH2:13][NH:14][C:15]([C:17]1[N:18]=[C:19]2[N:24]([C:25](=[O:35])[C:26]=1[OH:27])[CH2:23][CH2:22][O:21][C:20]2([CH3:37])[CH3:36])=[O:16])=[N+:2]=[N-:3]. The yield is 0.310.